Dataset: TCR-epitope binding with 47,182 pairs between 192 epitopes and 23,139 TCRs. Task: Binary Classification. Given a T-cell receptor sequence (or CDR3 region) and an epitope sequence, predict whether binding occurs between them. The epitope is GLIYNRMGAVTTEV. The TCR CDR3 sequence is CAISEEGSSLSYNEQFF. Result: 0 (the TCR does not bind to the epitope).